The task is: Regression. Given two drug SMILES strings and cell line genomic features, predict the synergy score measuring deviation from expected non-interaction effect.. This data is from NCI-60 drug combinations with 297,098 pairs across 59 cell lines. (1) Drug 1: CC(CN1CC(=O)NC(=O)C1)N2CC(=O)NC(=O)C2. Drug 2: C1=C(C(=O)NC(=O)N1)F. Cell line: SF-539. Synergy scores: CSS=47.1, Synergy_ZIP=-8.53, Synergy_Bliss=-13.1, Synergy_Loewe=-10.1, Synergy_HSA=-8.42. (2) Drug 1: CC(CN1CC(=O)NC(=O)C1)N2CC(=O)NC(=O)C2. Drug 2: CC(C)CN1C=NC2=C1C3=CC=CC=C3N=C2N. Cell line: SF-539. Synergy scores: CSS=13.2, Synergy_ZIP=-1.25, Synergy_Bliss=2.63, Synergy_Loewe=0.275, Synergy_HSA=0.124. (3) Drug 1: CN1C(=O)N2C=NC(=C2N=N1)C(=O)N. Drug 2: CN(CCCl)CCCl.Cl. Cell line: OVCAR-8. Synergy scores: CSS=11.9, Synergy_ZIP=-3.93, Synergy_Bliss=-2.26, Synergy_Loewe=-13.0, Synergy_HSA=-1.34. (4) Drug 1: C1CCC(C1)C(CC#N)N2C=C(C=N2)C3=C4C=CNC4=NC=N3. Drug 2: CCC1=CC2CC(C3=C(CN(C2)C1)C4=CC=CC=C4N3)(C5=C(C=C6C(=C5)C78CCN9C7C(C=CC9)(C(C(C8N6C)(C(=O)OC)O)OC(=O)C)CC)OC)C(=O)OC.C(C(C(=O)O)O)(C(=O)O)O. Cell line: DU-145. Synergy scores: CSS=55.3, Synergy_ZIP=-3.22, Synergy_Bliss=-4.85, Synergy_Loewe=-27.5, Synergy_HSA=-3.62. (5) Drug 1: COC1=NC(=NC2=C1N=CN2C3C(C(C(O3)CO)O)O)N. Drug 2: CC1=C2C(C(=O)C3(C(CC4C(C3C(C(C2(C)C)(CC1OC(=O)C(C(C5=CC=CC=C5)NC(=O)C6=CC=CC=C6)O)O)OC(=O)C7=CC=CC=C7)(CO4)OC(=O)C)O)C)OC(=O)C. Cell line: NCI-H460. Synergy scores: CSS=-4.87, Synergy_ZIP=-1.05, Synergy_Bliss=-6.12, Synergy_Loewe=-17.7, Synergy_HSA=-9.87. (6) Drug 1: CCN(CC)CCNC(=O)C1=C(NC(=C1C)C=C2C3=C(C=CC(=C3)F)NC2=O)C. Drug 2: CCCCC(=O)OCC(=O)C1(CC(C2=C(C1)C(=C3C(=C2O)C(=O)C4=C(C3=O)C=CC=C4OC)O)OC5CC(C(C(O5)C)O)NC(=O)C(F)(F)F)O. Cell line: 786-0. Synergy scores: CSS=30.5, Synergy_ZIP=1.57, Synergy_Bliss=2.92, Synergy_Loewe=3.05, Synergy_HSA=3.31. (7) Drug 1: C1CCN(CC1)CCOC2=CC=C(C=C2)C(=O)C3=C(SC4=C3C=CC(=C4)O)C5=CC=C(C=C5)O. Drug 2: C1=C(C(=O)NC(=O)N1)N(CCCl)CCCl. Cell line: HCT116. Synergy scores: CSS=34.8, Synergy_ZIP=3.80, Synergy_Bliss=6.56, Synergy_Loewe=2.59, Synergy_HSA=3.92. (8) Drug 1: COC1=NC(=NC2=C1N=CN2C3C(C(C(O3)CO)O)O)N. Drug 2: C1CC(=O)NC(=O)C1N2C(=O)C3=CC=CC=C3C2=O. Cell line: SK-OV-3. Synergy scores: CSS=-9.10, Synergy_ZIP=4.89, Synergy_Bliss=-1.34, Synergy_Loewe=-12.2, Synergy_HSA=-12.7.